Regression/Classification. Given a drug SMILES string, predict its toxicity properties. Task type varies by dataset: regression for continuous values (e.g., LD50, hERG inhibition percentage) or binary classification for toxic/non-toxic outcomes (e.g., AMES mutagenicity, cardiotoxicity, hepatotoxicity). Dataset: herg_karim. From a dataset of hERG potassium channel inhibition data for cardiac toxicity prediction from Karim et al.. The compound is COc1ccc2c(c[n+](C)c3c4cc5c(cc4ccc23)OCO5)c1OC. The result is 1 (blocker).